From a dataset of Merck oncology drug combination screen with 23,052 pairs across 39 cell lines. Regression. Given two drug SMILES strings and cell line genomic features, predict the synergy score measuring deviation from expected non-interaction effect. (1) Cell line: DLD1. Drug 2: Cn1c(=O)n(-c2ccc(C(C)(C)C#N)cc2)c2c3cc(-c4cnc5ccccc5c4)ccc3ncc21. Synergy scores: synergy=8.56. Drug 1: Nc1ccn(C2OC(CO)C(O)C2(F)F)c(=O)n1. (2) Drug 1: N.N.O=C(O)C1(C(=O)O)CCC1.[Pt]. Drug 2: C#Cc1cccc(Nc2ncnc3cc(OCCOC)c(OCCOC)cc23)c1. Cell line: OCUBM. Synergy scores: synergy=19.5. (3) Drug 1: COc1cc(C2c3cc4c(cc3C(OC3OC5COC(C)OC5C(O)C3O)C3COC(=O)C23)OCO4)cc(OC)c1O. Drug 2: Cn1nnc2c(C(N)=O)ncn2c1=O. Cell line: HT144. Synergy scores: synergy=-7.92. (4) Drug 1: CC(=O)OC1C(=O)C2(C)C(O)CC3OCC3(OC(C)=O)C2C(OC(=O)c2ccccc2)C2(O)CC(OC(=O)C(O)C(NC(=O)c3ccccc3)c3ccccc3)C(C)=C1C2(C)C. Drug 2: COC1CC2CCC(C)C(O)(O2)C(=O)C(=O)N2CCCCC2C(=O)OC(C(C)CC2CCC(OP(C)(C)=O)C(OC)C2)CC(=O)C(C)C=C(C)C(O)C(OC)C(=O)C(C)CC(C)C=CC=CC=C1C. Cell line: UWB1289BRCA1. Synergy scores: synergy=23.2. (5) Drug 1: COC12C(COC(N)=O)C3=C(C(=O)C(C)=C(N)C3=O)N1CC1NC12. Drug 2: Cn1cc(-c2cnn3c(N)c(Br)c(C4CCCNC4)nc23)cn1. Cell line: UACC62. Synergy scores: synergy=19.2. (6) Synergy scores: synergy=4.64. Cell line: HT29. Drug 1: O=C(NOCC(O)CO)c1ccc(F)c(F)c1Nc1ccc(I)cc1F. Drug 2: CNC(=O)c1cc(Oc2ccc(NC(=O)Nc3ccc(Cl)c(C(F)(F)F)c3)cc2)ccn1. (7) Drug 2: O=C(NOCC(O)CO)c1ccc(F)c(F)c1Nc1ccc(I)cc1F. Cell line: EFM192B. Synergy scores: synergy=13.1. Drug 1: COC12C(COC(N)=O)C3=C(C(=O)C(C)=C(N)C3=O)N1CC1NC12. (8) Drug 1: CCC1=CC2CN(C1)Cc1c([nH]c3ccccc13)C(C(=O)OC)(c1cc3c(cc1OC)N(C)C1C(O)(C(=O)OC)C(OC(C)=O)C4(CC)C=CCN5CCC31C54)C2. Drug 2: CCc1cnn2c(NCc3ccc[n+]([O-])c3)cc(N3CCCCC3CCO)nc12. Cell line: UWB1289. Synergy scores: synergy=-7.51. (9) Drug 1: CCN(CC)CCNC(=O)c1c(C)[nH]c(C=C2C(=O)Nc3ccc(F)cc32)c1C. Cell line: UWB1289BRCA1. Drug 2: O=C(O)C1(Cc2cccc(Nc3nccs3)n2)CCC(Oc2cccc(Cl)c2F)CC1. Synergy scores: synergy=6.39.